Dataset: Full USPTO retrosynthesis dataset with 1.9M reactions from patents (1976-2016). Task: Predict the reactants needed to synthesize the given product. (1) The reactants are: [Br:1][C:2]1[CH:8]=[C:7]([C:9]([F:15])([F:14])[C:10]([F:13])([F:12])[F:11])[CH:6]=[C:5]([C:16]([F:19])([F:18])[F:17])[C:3]=1[NH2:4].[N+:20]([C:23]1[CH:24]=[C:25]([CH:29]=[CH:30][CH:31]=1)[C:26](Cl)=[O:27])([O-:22])=[O:21].O.C(OCC)(=O)C. Given the product [Br:1][C:2]1[CH:8]=[C:7]([C:9]([F:14])([F:15])[C:10]([F:13])([F:12])[F:11])[CH:6]=[C:5]([C:16]([F:17])([F:18])[F:19])[C:3]=1[NH:4][C:26](=[O:27])[C:25]1[CH:29]=[CH:30][CH:31]=[C:23]([N+:20]([O-:22])=[O:21])[CH:24]=1, predict the reactants needed to synthesize it. (2) Given the product [Br:1][C:7]1[CH:6]=[C:5]([C:10]#[N:11])[N:4]([CH3:3])[C:8]=1[CH3:9], predict the reactants needed to synthesize it. The reactants are: [Br:1]Br.[CH3:3][N:4]1[C:8]([CH3:9])=[CH:7][CH:6]=[C:5]1[C:10]#[N:11].O. (3) The reactants are: [F:1][C:2]1[CH:3]=[C:4]([NH:8][C:9]([C:11]2[NH:12][C:13]3[C:18]([CH:19]=2)=[CH:17][C:16]([C:20]2[CH:21]=[N:22][CH:23]=[CH:24][CH:25]=2)=[CH:15][CH:14]=3)=[O:10])[CH:5]=[CH:6][CH:7]=1.Br[CH:27]([CH3:29])[CH3:28]. Given the product [F:1][C:2]1[CH:3]=[C:4]([NH:8][C:9]([C:11]2[NH:12][C:13]3[C:18]([CH:19]=2)=[CH:17][C:16]([CH:20]2[CH2:25][CH2:24][CH2:23][N:22]([CH:27]([CH3:29])[CH3:28])[CH2:21]2)=[CH:15][CH:14]=3)=[O:10])[CH:5]=[CH:6][CH:7]=1, predict the reactants needed to synthesize it. (4) Given the product [CH3:11][N:10]([CH3:12])[CH2:9][CH2:8][C:5]1[N:4]=[CH:3][C:2]([C:31]2[CH:30]=[CH:29][C:28]([S:25]([NH:24][C:22]3[C:21]([F:43])=[CH:20][C:15]([C:16]([O:18][CH3:19])=[O:17])=[C:14]([F:13])[CH:23]=3)(=[O:27])=[O:26])=[CH:33][CH:32]=2)=[CH:7][N:6]=1, predict the reactants needed to synthesize it. The reactants are: Br[C:2]1[CH:3]=[N:4][C:5]([CH2:8][CH2:9][N:10]([CH3:12])[CH3:11])=[N:6][CH:7]=1.[F:13][C:14]1[CH:23]=[C:22]([NH:24][S:25]([C:28]2[CH:33]=[CH:32][C:31](B3OC(C)(C)C(C)(C)O3)=[CH:30][CH:29]=2)(=[O:27])=[O:26])[C:21]([F:43])=[CH:20][C:15]=1[C:16]([O:18][CH3:19])=[O:17].C(=O)([O-])[O-].[Na+].[Na+]. (5) Given the product [CH2:1]([O:3][C:4](=[O:29])[CH2:5][O:6][C:7]1[CH:12]=[CH:11][C:10]([S:13][C:14]2[CH:15]=[C:16]([C:37]#[C:36][C:30]3[CH:35]=[CH:34][CH:33]=[CH:32][CH:31]=3)[CH:17]=[C:18]([O:20][CH2:21][CH:22]([CH2:25][CH3:26])[CH2:23][CH3:24])[CH:19]=2)=[CH:9][C:8]=1[CH3:28])[CH3:2], predict the reactants needed to synthesize it. The reactants are: [CH2:1]([O:3][C:4](=[O:29])[CH2:5][O:6][C:7]1[CH:12]=[CH:11][C:10]([S:13][C:14]2[CH:19]=[C:18]([O:20][CH2:21][CH:22]([CH2:25][CH3:26])[CH2:23][CH3:24])[CH:17]=[C:16](Br)[CH:15]=2)=[CH:9][C:8]=1[CH3:28])[CH3:2].[C:30]1([C:36]#[CH:37])[CH:35]=[CH:34][CH:33]=[CH:32][CH:31]=1.C(OC(=O)COC1C=CC(SC2C=C(C#CC3C=CC(CO)=CC=3)C=C(OCCC3C=CC(Cl)=CC=3)C=2)=CC=1C)C. (6) Given the product [CH2:17]([CH:16]([C:15]1[C:10]2[N:11]([C:7]([C:5]3[S:6][C:2]([C:31]4[CH:30]=[CH:29][CH:28]=[C:27]([CH3:26])[N:32]=4)=[CH:3][C:4]=3[O:23][CH3:24])=[C:8]([CH3:22])[N:9]=2)[N:12]=[C:13]([CH3:21])[CH:14]=1)[CH2:19][CH3:20])[CH3:18], predict the reactants needed to synthesize it. The reactants are: Br[C:2]1[S:6][C:5]([C:7]2[N:11]3[N:12]=[C:13]([CH3:21])[CH:14]=[C:15]([CH:16]([CH2:19][CH3:20])[CH2:17][CH3:18])[C:10]3=[N:9][C:8]=2[CH3:22])=[C:4]([O:23][CH3:24])[CH:3]=1.[Br-].[CH3:26][C:27]1[N:32]=[C:31]([Zn+])[CH:30]=[CH:29][CH:28]=1.C1COCC1. (7) Given the product [C:25]([O:29][C:30]([C:32]1[S:36][C:35]([O:17][C:13]2[CH:14]=[C:15]([CH3:16])[C:7]3[CH:6]([CH2:5][C:4]([O:3][CH2:1][CH3:2])=[O:18])[O:10][B:9]([OH:11])[C:8]=3[CH:12]=2)=[N:34][CH:33]=1)=[O:31])([CH3:28])([CH3:26])[CH3:27], predict the reactants needed to synthesize it. The reactants are: [CH2:1]([O:3][C:4](=[O:18])[CH2:5][CH:6]1[O:10][B:9]([OH:11])[C:8]2[CH:12]=[C:13]([OH:17])[CH:14]=[C:15]([CH3:16])[C:7]1=2)[CH3:2].C([O-])([O-])=O.[Cs+].[Cs+].[C:25]([O:29][C:30]([C:32]1[S:36][C:35](Cl)=[N:34][CH:33]=1)=[O:31])([CH3:28])([CH3:27])[CH3:26].Cl. (8) The reactants are: [N:1]([O-])=O.[Na+].[C:5]([O:9][C:10](=[O:37])[NH:11][C@H:12]1[CH2:16][CH2:15][C@H:14]([NH:17][C:18]2[C:23]([NH2:24])=[CH:22][N:21]=[C:20]3[N:25]([S:28]([C:31]4[CH:36]=[CH:35][CH:34]=[CH:33][CH:32]=4)(=[O:30])=[O:29])[CH:26]=[CH:27][C:19]=23)[CH2:13]1)([CH3:8])([CH3:7])[CH3:6]. Given the product [C:5]([O:9][C:10](=[O:37])[NH:11][C@H:12]1[CH2:16][CH2:15][C@H:14]([N:17]2[C:18]3[C:23](=[CH:22][N:21]=[C:20]4[C:19]=3[CH:27]=[CH:26][N:25]4[S:28]([C:31]3[CH:36]=[CH:35][CH:34]=[CH:33][CH:32]=3)(=[O:30])=[O:29])[N:24]=[N:1]2)[CH2:13]1)([CH3:8])([CH3:6])[CH3:7], predict the reactants needed to synthesize it.